This data is from Full USPTO retrosynthesis dataset with 1.9M reactions from patents (1976-2016). The task is: Predict the reactants needed to synthesize the given product. Given the product [C:2]1([N:8]2[CH:41]=[C:42]([C:43]3[CH:44]=[C:45]4[C:49](=[CH:50][CH:51]=3)[NH:48][C:47](=[O:52])[CH2:46]4)[N:10]=[N:9]2)[CH:7]=[CH:6][CH:5]=[CH:4][CH:3]=1, predict the reactants needed to synthesize it. The reactants are: I[C:2]1[CH:7]=[CH:6][CH:5]=[CH:4][CH:3]=1.[N-:8]=[N+:9]=[N-:10].[Na+].C(=O)([O-])[O-].[Na+].[Na+].O=C1O[C@H]([C@H](CO)O)C([O-])=C1O.[Na+].CNCCNC.C[Si]([C:41]#[C:42][C:43]1[CH:44]=[C:45]2[C:49](=[CH:50][CH:51]=1)[NH:48][C:47](=[O:52])[CH2:46]2)(C)C.